From a dataset of Reaction yield outcomes from USPTO patents with 853,638 reactions. Predict the reaction yield, written as a fraction of the theoretical maximum amount of product (1.0 means a 100% yield; for example, 0.34 means a 34% yield). (1) The reactants are [H-].[Na+].Cl[C:4]1[N:9]=[C:8]([C:10]2[C:18]([C:19]3[CH:24]=[CH:23][C:22]([F:25])=[CH:21][CH:20]=3)=[C:13]3[CH:14]=[CH:15][CH:16]=[CH:17][N:12]3[N:11]=2)[CH:7]=[CH:6][CH:5]=1.CN([CH:29]=[O:30])C. The catalyst is CO. The product is [F:25][C:22]1[CH:23]=[CH:24][C:19]([C:18]2[C:10]([C:8]3[CH:7]=[CH:6][CH:5]=[C:4]([O:30][CH3:29])[N:9]=3)=[N:11][N:12]3[CH:17]=[CH:16][CH:15]=[CH:14][C:13]=23)=[CH:20][CH:21]=1. The yield is 0.970. (2) The reactants are [Cl:1][C:2]1[N:7]=[CH:6][C:5]([OH:8])=[CH:4][N:3]=1.Cl[CH:10]1[CH2:14][CH2:13][CH2:12][CH2:11]1.C(=O)([O-])[O-].[K+].[K+].O. The catalyst is CN(C)C=O. The product is [Cl:1][C:2]1[N:7]=[CH:6][C:5]([O:8][CH:10]2[CH2:14][CH2:13][CH2:12][CH2:11]2)=[CH:4][N:3]=1. The yield is 0.546.